This data is from Full USPTO retrosynthesis dataset with 1.9M reactions from patents (1976-2016). The task is: Predict the reactants needed to synthesize the given product. (1) Given the product [CH2:8]([NH:7][C:1]1([C:16]([F:21])([F:20])[F:15])[CH2:6][CH2:5][CH2:4][CH2:3][CH2:2]1)[C:9]1[CH:10]=[CH:11][CH:12]=[CH:13][CH:14]=1, predict the reactants needed to synthesize it. The reactants are: [C:1]1(=[N:7][CH2:8][C:9]2[CH:14]=[CH:13][CH:12]=[CH:11][CH:10]=2)[CH2:6][CH2:5][CH2:4][CH2:3][CH2:2]1.[F:15][C:16]([F:21])([F:20])C(O)=O.F.[K].C[Si](C)(C)C(F)(F)F.C([O-])([O-])=O.[Na+].[Na+]. (2) Given the product [CH2:1]([N:8]1[CH2:9][CH2:10][CH:11]([CH2:14][N:15]([C:16]2[CH:21]=[C:20]([N:22]([CH2:31][O:32][CH2:33][CH2:34][Si:35]([CH3:38])([CH3:37])[CH3:36])[CH2:23][O:24][CH2:25][CH2:26][Si:27]([CH3:30])([CH3:28])[CH3:29])[N:19]3[N:39]=[CH:40][C:41]([C:42]4[CH:43]=[N:44][C:45]5[C:50]([CH:51]=4)=[CH:49][C:48]([F:52])=[CH:47][CH:46]=5)=[C:18]3[N:17]=2)[C:58](=[O:59])[O:57][C:54]([CH3:56])([CH3:55])[CH3:53])[CH2:12][CH2:13]1)[C:2]1[CH:3]=[CH:4][CH:5]=[CH:6][CH:7]=1, predict the reactants needed to synthesize it. The reactants are: [CH2:1]([N:8]1[CH2:13][CH2:12][CH:11]([CH2:14][NH:15][C:16]2[CH:21]=[C:20]([N:22]([CH2:31][O:32][CH2:33][CH2:34][Si:35]([CH3:38])([CH3:37])[CH3:36])[CH2:23][O:24][CH2:25][CH2:26][Si:27]([CH3:30])([CH3:29])[CH3:28])[N:19]3[N:39]=[CH:40][C:41]([C:42]4[CH:43]=[N:44][C:45]5[C:50]([CH:51]=4)=[CH:49][C:48]([F:52])=[CH:47][CH:46]=5)=[C:18]3[N:17]=2)[CH2:10][CH2:9]1)[C:2]1[CH:7]=[CH:6][CH:5]=[CH:4][CH:3]=1.[CH3:53][C:54]([O:57][C:58](O[C:58]([O:57][C:54]([CH3:56])([CH3:55])[CH3:53])=[O:59])=[O:59])([CH3:56])[CH3:55].C(N(CC)CC)C. (3) Given the product [ClH:36].[CH2:1]([C:3]1[CH:8]=[CH:7][C:6]2[NH:9][C:37](=[O:39])[N:10]([CH:11]3[CH2:16][CH2:15][N:14]([C@H:17]4[CH2:22][CH2:21][C@H:20]([O:23][CH2:24][CH2:25][CH3:26])[CH2:19][CH2:18]4)[CH2:13][CH2:12]3)[C:5]=2[CH:4]=1)[CH3:2], predict the reactants needed to synthesize it. The reactants are: [CH2:1]([C:3]1[CH:4]=[C:5]([NH:10][CH:11]2[CH2:16][CH2:15][N:14]([C@H:17]3[CH2:22][CH2:21][C@H:20]([O:23][CH2:24][CH2:25][CH3:26])[CH2:19][CH2:18]3)[CH2:13][CH2:12]2)[C:6]([NH2:9])=[CH:7][CH:8]=1)[CH3:2].C(N(C(C)C)CC)(C)C.[Cl:36][C:37](Cl)([O:39]C(=O)OC(Cl)(Cl)Cl)Cl.Cl.CCOCC. (4) Given the product [CH:9]1([CH2:8][O:7][CH2:1][CH2:2][CH2:3][CH2:4][CH2:5][CH2:6][C:16]2[CH:17]=[C:18]([CH:21]=[CH:22][CH:23]=2)[C:19]#[N:20])[CH2:10][CH2:11][CH2:12][CH2:13][CH2:14]1, predict the reactants needed to synthesize it. The reactants are: [CH2:1]([O:7][CH2:8][CH:9]1[CH2:14][CH2:13][CH2:12][CH2:11][CH2:10]1)[CH2:2][CH2:3][CH2:4][CH:5]=[CH2:6].Br[C:16]1[CH:17]=[C:18]([CH:21]=[CH:22][CH:23]=1)[C:19]#[N:20].